This data is from Full USPTO retrosynthesis dataset with 1.9M reactions from patents (1976-2016). The task is: Predict the reactants needed to synthesize the given product. (1) Given the product [OH:8][C:9]1[CH:10]=[CH:11][C:12]([NH:15][C:16]([C:18]2[C:22]3[CH2:23][CH2:24][CH2:25][CH2:26][C:21]=3[S:20][C:19]=2[NH:27][C:28](=[O:42])[C:29]2[CH:34]=[CH:33][CH:32]=[C:31]([CH2:35][N:36]3[CH2:37][CH2:38][O:39][CH2:40][CH2:41]3)[CH:30]=2)=[O:17])=[CH:13][CH:14]=1, predict the reactants needed to synthesize it. The reactants are: C([O:8][C:9]1[CH:14]=[CH:13][C:12]([NH:15][C:16]([C:18]2[C:22]3[CH2:23][CH2:24][CH2:25][CH2:26][C:21]=3[S:20][C:19]=2[NH:27][C:28](=[O:42])[C:29]2[CH:34]=[CH:33][CH:32]=[C:31]([CH2:35][N:36]3[CH2:41][CH2:40][O:39][CH2:38][CH2:37]3)[CH:30]=2)=[O:17])=[CH:11][CH:10]=1)C1C=CC=CC=1.C(O)(C(F)(F)F)=O.CC1C=C(C)C(C)=C(C)C=1C. (2) Given the product [OH:21][CH2:20][CH2:19][N:18]1[C:14]([C:8]2[S:9][C:10]3[CH2:11][CH2:12][O:13][C:4]4[CH:3]=[C:2]([C:30]5[CH:29]=[N:28][N:27]([CH2:26][C:25]([CH3:41])([OH:42])[CH3:24])[CH:31]=5)[CH:23]=[CH:22][C:5]=4[C:6]=3[N:7]=2)=[N:15][CH:16]=[N:17]1, predict the reactants needed to synthesize it. The reactants are: Br[C:2]1[CH:23]=[CH:22][C:5]2[C:6]3[N:7]=[C:8]([C:14]4[N:18]([CH2:19][CH2:20][OH:21])[N:17]=[CH:16][N:15]=4)[S:9][C:10]=3[CH2:11][CH2:12][O:13][C:4]=2[CH:3]=1.[CH3:24][C:25]([OH:42])([CH3:41])[CH2:26][N:27]1[CH:31]=[C:30](B2OC(C)(C)C(C)(C)O2)[CH:29]=[N:28]1. (3) Given the product [NH2:3][C@@:2]([C:8]1[CH:17]=[CH:16][C:15]2[C:10](=[CH:11][CH:12]=[C:13]([O:22][CH:23]3[CH2:28][CH2:27][C:26]4([CH2:33][CH2:32][CH2:31][CH2:30][CH2:29]4)[CH2:25][CH2:24]3)[C:14]=2[C:18]([F:20])([F:21])[F:19])[CH:9]=1)([CH3:1])[CH2:6][OH:5], predict the reactants needed to synthesize it. The reactants are: [CH3:1][C@@:2]1([C:8]2[CH:17]=[CH:16][C:15]3[C:10](=[CH:11][CH:12]=[C:13]([O:22][CH:23]4[CH2:28][CH2:27][C:26]5([CH2:33][CH2:32][CH2:31][CH2:30][CH2:29]5)[CH2:25][CH2:24]4)[C:14]=3[C:18]([F:21])([F:20])[F:19])[CH:9]=2)[CH2:6][O:5]C(=O)[NH:3]1.[OH-].[Li+].C(O)C.O. (4) Given the product [Cl:58][C:20]1[N:21]=[C:24]([C:25]2[CH:30]=[CH:29][C:28]([O:31][CH2:32][C:33]3[CH:42]=[CH:41][C:40]4[C:35](=[CH:36][CH:37]=[CH:38][CH:39]=4)[N:34]=3)=[CH:27][C:26]=2[C:43]2([C:14]3[CH:15]=[CH:16][CH:17]=[CH:18][CH:19]=3)[CH2:48][CH:47]3[CH2:49][CH:44]2[CH2:45][CH2:46]3)[NH:23][CH:22]=1, predict the reactants needed to synthesize it. The reactants are: [C:14]1(P([C:14]2[CH:19]=[CH:18][CH:17]=[CH:16][CH:15]=2)[C:14]2[CH:19]=[CH:18][CH:17]=[CH:16][CH:15]=2)[CH:19]=[CH:18][CH:17]=[CH:16][CH:15]=1.[C:20]([CH2:22][NH:23][C:24](=O)[C:25]1[CH:30]=[CH:29][C:28]([O:31][CH2:32][C:33]2[CH:42]=[CH:41][C:40]3[C:35](=[CH:36][CH:37]=[CH:38][CH:39]=3)[N:34]=2)=[CH:27][C:26]=1[C:43]1(C2C=CC=CC=2)[CH2:48][CH:47]2[CH2:49][CH:44]1[CH2:45][CH2:46]2)#[N:21].C(Cl)(Cl)(Cl)[Cl:58]. (5) Given the product [N:15]([C@@H:18]([CH2:19][C:20]1[CH:21]=[CH:22][C:23]([O:26][CH3:27])=[CH:24][CH:25]=1)[C@H:28]([OH:29])[CH2:30][NH:5][CH2:4][C:3]([F:2])([CH3:7])[CH3:6])=[N+:16]=[N-:17], predict the reactants needed to synthesize it. The reactants are: Cl.[F:2][C:3]([CH3:7])([CH3:6])[CH2:4][NH2:5].C(N(CC)CC)C.[N:15]([C@H:18]([C@H:28]1[CH2:30][O:29]1)[CH2:19][C:20]1[CH:25]=[CH:24][C:23]([O:26][CH3:27])=[CH:22][CH:21]=1)=[N+:16]=[N-:17]. (6) Given the product [F:26][C:25]([F:28])([F:27])[C:22]1[CH:21]=[N:20][C:19]([O:1][CH:2]2[CH2:7][CH:6]3[N:8]([C:9]([O:11][C:12]([CH3:15])([CH3:14])[CH3:13])=[O:10])[CH:3]2[CH2:4][CH2:5]3)=[N:24][CH:23]=1, predict the reactants needed to synthesize it. The reactants are: [OH:1][CH:2]1[CH2:7][CH:6]2[N:8]([C:9]([O:11][C:12]([CH3:15])([CH3:14])[CH3:13])=[O:10])[CH:3]1[CH2:4][CH2:5]2.[H-].[Na+].Cl[C:19]1[N:24]=[CH:23][C:22]([C:25]([F:28])([F:27])[F:26])=[CH:21][N:20]=1.O. (7) Given the product [CH3:16][N:17]1[CH2:18][CH2:19][N:20]([C:23]2[CH:28]=[N:27][C:26]([C:29]3[CH:30]=[C:31]([CH:32]=[CH:33][CH:34]=3)[CH2:35][N:7]3[C:2](=[O:1])[CH:3]=[CH:4][C:5]([C:8]4[CH:9]=[C:10]([CH:13]=[CH:14][CH:15]=4)[C:11]#[N:12])=[N:6]3)=[N:25][CH:24]=2)[CH2:21][CH2:22]1, predict the reactants needed to synthesize it. The reactants are: [O:1]=[C:2]1[NH:7][N:6]=[C:5]([C:8]2[CH:9]=[C:10]([CH:13]=[CH:14][CH:15]=2)[C:11]#[N:12])[CH:4]=[CH:3]1.[CH3:16][N:17]1[CH2:22][CH2:21][N:20]([C:23]2[CH:24]=[N:25][C:26]([C:29]3[CH:30]=[C:31]([CH2:35]O)[CH:32]=[CH:33][CH:34]=3)=[N:27][CH:28]=2)[CH2:19][CH2:18]1.C1(P(C2C=CC=CC=2)C2C=CC=CC=2)C=CC=CC=1.N(C(OC(C)(C)C)=O)=NC(OC(C)(C)C)=O.